From a dataset of Reaction yield outcomes from USPTO patents with 853,638 reactions. Predict the reaction yield, written as a fraction of the theoretical maximum amount of product (1.0 means a 100% yield; for example, 0.34 means a 34% yield). (1) The reactants are [Cl:1][C:2]1[CH:7]=[CH:6][C:5]([C:8]2[S:16][C:15]3[C:14](=[O:17])[N:13]([C:18]4[CH:23]=[CH:22][C:21](O)=[C:20]([O:25][CH3:26])[CH:19]=4)[CH:12]=[N:11][C:10]=3[CH:9]=2)=[CH:4][CH:3]=1.COC1C=C([NH2:35])C=CC=1N. No catalyst specified. The product is [NH2:35][C:21]1[CH:22]=[CH:23][C:18]([N:13]2[C:14](=[O:17])[C:15]3[S:16][C:8]([C:5]4[CH:4]=[CH:3][C:2]([Cl:1])=[CH:7][CH:6]=4)=[CH:9][C:10]=3[N:11]=[CH:12]2)=[CH:19][C:20]=1[O:25][CH3:26]. The yield is 0.500. (2) The reactants are [CH:1]1[C:10]2[C:5](=[CH:6][CH:7]=[CH:8][CH:9]=2)[CH:4]=[CH:3][C:2]=1[NH2:11].I[CH2:13][C:14]([O:16][CH2:17][CH3:18])=[O:15].C([O-])(=O)C.[Na+]. No catalyst specified. The product is [CH:1]1[C:10]2[C:5](=[CH:6][CH:7]=[CH:8][CH:9]=2)[CH:4]=[CH:3][C:2]=1[NH:11][CH2:13][C:14]([O:16][CH2:17][CH3:18])=[O:15]. The yield is 0.650.